This data is from Forward reaction prediction with 1.9M reactions from USPTO patents (1976-2016). The task is: Predict the product of the given reaction. (1) Given the reactants [Br-].[CH3:2][C:3]1[C:16]2[NH2+:15][C:14]3[C:9](=[CH:10][C:11]([Br:17])=[CH:12][CH:13]=3)[S:8][C:7]=2[CH:6]=[C:5](Br)[CH:4]=1.[CH3:19][O:20][CH2:21][CH2:22][NH:23][CH2:24][CH2:25][O:26][CH3:27], predict the reaction product. The product is: [Br-:17].[CH3:19][O:20][CH2:21][CH2:22][N:23]([CH2:24][CH2:25][O:26][CH3:27])[C:5]1[CH:4]=[C:3]([CH3:2])[C:16]2[C:7]([CH:6]=1)=[S+:8][C:9]1[C:14](=[CH:13][CH:12]=[C:11]([N:23]([CH2:24][CH2:25][O:26][CH3:27])[CH2:22][CH2:21][O:20][CH3:19])[CH:10]=1)[N:15]=2. (2) Given the reactants [CH2:1]([N:8]1[CH2:12][CH2:11][C@@H:10]([C:13](=[O:18])[CH2:14][CH:15]([CH3:17])[CH3:16])[C:9]1=[O:19])[C:2]1[CH:7]=[CH:6][CH:5]=[CH:4][CH:3]=1.Cl.N#N, predict the reaction product. The product is: [CH2:1]([N:8]1[CH2:12][CH2:11][C@H:10]([C@@H:13]([OH:18])[CH2:14][CH:15]([CH3:16])[CH3:17])[C:9]1=[O:19])[C:2]1[CH:3]=[CH:4][CH:5]=[CH:6][CH:7]=1. (3) Given the reactants [CH3:1]C1C=CC(C)=CC=1C(O)=O.F[C:13]1[CH:14]=[C:15]([C:22]([OH:24])=[O:23])[CH:16]=[C:17]([CH:21]=1)[C:18]([OH:20])=[O:19], predict the reaction product. The product is: [CH3:1][C:14]1[CH:13]=[CH:21][C:17]([C:18]([OH:20])=[O:19])=[CH:16][C:15]=1[C:22]([OH:24])=[O:23]. (4) Given the reactants [CH3:1][O:2][C:3]1[CH:8]=[CH:7][C:6]([C:9]2[CH:10]=[C:11]([S:15](Cl)(=[O:17])=[O:16])[CH:12]=[CH:13][CH:14]=2)=[CH:5][CH:4]=1.[NH2:19][C:20]1[CH:21]=[C:22]([C:26]2[NH:30][N:29]=[N:28][N:27]=2)[CH:23]=[CH:24][CH:25]=1, predict the reaction product. The product is: [CH3:1][O:2][C:3]1[CH:8]=[CH:7][C:6]([C:9]2[CH:14]=[CH:13][CH:12]=[C:11]([S:15]([NH:19][C:20]3[CH:25]=[CH:24][CH:23]=[C:22]([C:26]4[NH:30][N:29]=[N:28][N:27]=4)[CH:21]=3)(=[O:17])=[O:16])[CH:10]=2)=[CH:5][CH:4]=1. (5) Given the reactants [N:1]([CH2:4][C:5]1[N:9]([CH3:10])[N:8]=[C:7]([N:11]2[C:15]([CH3:16])=[CH:14][CH:13]=[C:12]2[CH3:17])[CH:6]=1)=[N+]=[N-].[H-].[Al+3].[Li+].[H-].[H-].[H-].O.O.O.O.O.O.O.O.O.O.S([O-])([O-])(=O)=O.[Na+].[Na+], predict the reaction product. The product is: [CH3:17][C:12]1[N:11]([C:7]2[CH:6]=[C:5]([CH2:4][NH2:1])[N:9]([CH3:10])[N:8]=2)[C:15]([CH3:16])=[CH:14][CH:13]=1. (6) The product is: [NH2:32][C:31]1[N:33]=[C:18]([C:10]2[CH:11]=[C:12]([C:13]([OH:15])=[O:14])[N:8]([C:6]3[CH:7]=[C:2]([Cl:1])[CH:3]=[CH:4][C:5]=3[CH3:25])[N:9]=2)[CH:19]=[CH:20][N:30]=1. Given the reactants [Cl:1][C:2]1[CH:3]=[CH:4][C:5]([CH3:25])=[C:6]([N:8]2[C:12]([C:13]([O:15]CC)=[O:14])=[CH:11][C:10]([C:18](=O)/[CH:19]=[CH:20]/N(C)C)=[N:9]2)[CH:7]=1.C(=O)(O)O.[NH2:30][C:31]([NH2:33])=[NH:32], predict the reaction product. (7) Given the reactants [Si:1]([O:8][C@@H:9]([CH2:22][CH2:23][CH3:24])[C@H:10]([N:12]1[CH:20]=[N:19][C:18]2[C:13]1=[N:14][CH:15]=[N:16][C:17]=2Cl)[CH3:11])([C:4]([CH3:7])([CH3:6])[CH3:5])([CH3:3])[CH3:2].[NH3:25], predict the reaction product. The product is: [Si:1]([O:8][C@@H:9]([CH2:22][CH2:23][CH3:24])[C@H:10]([N:12]1[CH:20]=[N:19][C:18]2[C:13]1=[N:14][CH:15]=[N:16][C:17]=2[NH2:25])[CH3:11])([C:4]([CH3:7])([CH3:6])[CH3:5])([CH3:3])[CH3:2]. (8) The product is: [CH3:21][O:20][C:15]1[CH:16]=[CH:17][CH:18]=[CH:19][C:14]=1[CH2:13][NH:12][C:6]1[CH:5]=[CH:4][C:3]2[C:8](=[CH:9][CH:10]=[CH:11][C:2]=2[CH:22]=[CH2:23])[N:7]=1. Given the reactants Br[C:2]1[CH:11]=[CH:10][CH:9]=[C:8]2[C:3]=1[CH:4]=[CH:5][C:6]([NH:12][CH2:13][C:14]1[CH:19]=[CH:18][CH:17]=[CH:16][C:15]=1[O:20][CH3:21])=[N:7]2.[CH:22]([Sn](CCCC)(CCCC)CCCC)=[CH2:23], predict the reaction product. (9) Given the reactants [CH3:1][O:2][C:3]1[CH:36]=[CH:35][C:6]([CH2:7][N:8]2[C:12]3[N:13]=[CH:14][C:15]4[CH2:16][N:17]([C:21]([NH:23][C:24]5[CH:25]=[C:26]([CH:32]=[CH:33][CH:34]=5)[C:27]([O:29]CC)=[O:28])=[O:22])[CH2:18][CH2:19][C:20]=4[C:11]=3[CH:10]=[N:9]2)=[CH:5][CH:4]=1.[OH-].[Na+], predict the reaction product. The product is: [CH3:1][O:2][C:3]1[CH:4]=[CH:5][C:6]([CH2:7][N:8]2[C:12]3[N:13]=[CH:14][C:15]4[CH2:16][N:17]([C:21]([NH:23][C:24]5[CH:25]=[C:26]([CH:32]=[CH:33][CH:34]=5)[C:27]([OH:29])=[O:28])=[O:22])[CH2:18][CH2:19][C:20]=4[C:11]=3[CH:10]=[N:9]2)=[CH:35][CH:36]=1.